Dataset: Forward reaction prediction with 1.9M reactions from USPTO patents (1976-2016). Task: Predict the product of the given reaction. (1) Given the reactants O=[C:2]1[CH2:8][CH:7]2[N:9]([C:10]([O:12][C:13]([CH3:16])([CH3:15])[CH3:14])=[O:11])[CH:4]([CH2:5][CH2:6]2)[CH2:3]1.[N:17]1([C:23]([O:25][CH2:26][C:27]2[CH:32]=[CH:31][CH:30]=[CH:29][CH:28]=2)=[O:24])[CH2:22][CH2:21][NH:20][CH2:19][CH2:18]1.C(O[BH-](OC(=O)C)OC(=O)C)(=O)C.[Na+].C([O-])([O-])=O.[K+].[K+], predict the reaction product. The product is: [CH2:26]([O:25][C:23]([N:17]1[CH2:22][CH2:21][N:20]([CH:2]2[CH2:8][CH:7]3[N:9]([C:10]([O:12][C:13]([CH3:16])([CH3:15])[CH3:14])=[O:11])[CH:4]([CH2:5][CH2:6]3)[CH2:3]2)[CH2:19][CH2:18]1)=[O:24])[C:27]1[CH:32]=[CH:31][CH:30]=[CH:29][CH:28]=1. (2) Given the reactants Cl[C:2]1[C:3]2[C:16]3[CH2:17][CH2:18][CH2:19][CH2:20][C:15]=3[S:14][C:4]=2[N:5]=[C:6]([C:8]2[CH:13]=[CH:12][N:11]=[CH:10][CH:9]=2)[N:7]=1.[CH3:21][N:22]([CH3:26])[CH2:23][CH2:24][NH2:25].CCN(CC)CC, predict the reaction product. The product is: [CH3:21][N:22]([CH3:26])[CH2:23][CH2:24][NH:25][C:2]1[C:3]2[C:16]3[CH2:17][CH2:18][CH2:19][CH2:20][C:15]=3[S:14][C:4]=2[N:5]=[C:6]([C:8]2[CH:13]=[CH:12][N:11]=[CH:10][CH:9]=2)[N:7]=1. (3) Given the reactants CC(C)([O-])C.[K+].[Cl:7][C:8]1[CH:9]=[C:10]2[C:14](=[CH:15][CH:16]=1)[NH:13][C:12](=[O:17])[C:11]2([OH:24])[C:18]1[S:19][CH:20]=[CH:21][C:22]=1[CH3:23].[CH3:25][O:26][C:27]1[CH:32]=[C:31]([O:33][CH3:34])[CH:30]=[CH:29][C:28]=1[S:35](Cl)(=[O:37])=[O:36].S(Cl)(Cl)(=O)=O.C(=O)([O-])[O-].[K+].[K+], predict the reaction product. The product is: [Cl:7][C:8]1[CH:9]=[C:10]2[C:14](=[CH:15][CH:16]=1)[N:13]([S:35]([C:28]1[CH:29]=[CH:30][C:31]([O:33][CH3:34])=[CH:32][C:27]=1[O:26][CH3:25])(=[O:37])=[O:36])[C:12](=[O:17])[C:11]2([OH:24])[C:18]1[S:19][CH:20]=[CH:21][C:22]=1[CH3:23]. (4) Given the reactants [CH3:1][CH:2]([CH2:8][CH:9]=C)[C:3]([O:5][CH2:6][CH3:7])=[O:4].N1C(C)=CC=CC=1C.C(Cl)Cl.[O:22]1CCOCC1, predict the reaction product. The product is: [CH3:1][CH:2]([CH2:8][CH:9]=[O:22])[C:3]([O:5][CH2:6][CH3:7])=[O:4].